This data is from Forward reaction prediction with 1.9M reactions from USPTO patents (1976-2016). The task is: Predict the product of the given reaction. (1) Given the reactants [NH:1]1[CH:5]=[C:4]([CH2:6][C:7]2[CH:12]=[CH:11][N:10]=[CH:9][CH:8]=2)[N:3]=[CH:2]1.[C:13]([OH:18])(=[O:17])[C:14]([OH:16])=[O:15], predict the reaction product. The product is: [C:13]([OH:18])(=[O:17])[C:14]([OH:16])=[O:15].[C:13]([OH:18])(=[O:17])[C:14]([OH:16])=[O:15].[NH:1]1[CH:5]=[C:4]([CH2:6][C:7]2[CH:12]=[CH:11][N:10]=[CH:9][CH:8]=2)[N:3]=[CH:2]1. (2) Given the reactants [CH3:1][C:2]1[N:3]([C@H:8]2[CH2:12][C@@:11]([CH:17]([CH3:19])[CH3:18])([C:13]([O:15]C)=[O:14])[CH:10]=[CH:9]2)[C:4]([CH3:7])=[CH:5][CH:6]=1.[OH-].[Na+], predict the reaction product. The product is: [CH3:7][C:4]1[N:3]([C@H:8]2[CH2:12][C@@:11]([CH:17]([CH3:19])[CH3:18])([C:13]([OH:15])=[O:14])[CH:10]=[CH:9]2)[C:2]([CH3:1])=[CH:6][CH:5]=1.